From a dataset of Catalyst prediction with 721,799 reactions and 888 catalyst types from USPTO. Predict which catalyst facilitates the given reaction. Reactant: C(OC([N:8]1[C@H:12]([CH2:13][CH2:14][N:15](CC2C=CC(OC)=CC=2OC)[S:16]([CH3:19])(=[O:18])=[O:17])[CH2:11][N:10]([CH2:31][C:32]2[C:41]([Cl:42])=[C:40]3[C:35]([C:36](=[O:57])[N:37]([CH2:44][C:45]4[CH:50]=[C:49]([Cl:51])[CH:48]=[CH:47][C:46]=4[S:52]([CH2:55][CH3:56])(=[O:54])=[O:53])[C:38](=[O:43])[NH:39]3)=[CH:34][C:33]=2[O:58][C:59]([F:62])([F:61])[F:60])[C:9]1=[O:63])=O)(C)(C)C. Product: [Cl:42][C:41]1[C:32]([CH2:31][N:10]2[CH2:11][C@@H:12]([CH2:13][CH2:14][NH:15][S:16]([CH3:19])(=[O:18])=[O:17])[NH:8][C:9]2=[O:63])=[C:33]([O:58][C:59]([F:62])([F:61])[F:60])[CH:34]=[C:35]2[C:40]=1[NH:39][C:38](=[O:43])[N:37]([CH2:44][C:45]1[CH:50]=[C:49]([Cl:51])[CH:48]=[CH:47][C:46]=1[S:52]([CH2:55][CH3:56])(=[O:53])=[O:54])[C:36]2=[O:57]. The catalyst class is: 67.